Dataset: Full USPTO retrosynthesis dataset with 1.9M reactions from patents (1976-2016). Task: Predict the reactants needed to synthesize the given product. (1) The reactants are: Br[C:2]1[CH:3]=[C:4]2[C:8](=[N:9][CH:10]=1)[NH:7]N=[CH:5]2.[CH:11]([NH2:14])([CH3:13])[CH3:12].[Li+].[CH3:16][Si]([N-][Si](C)(C)C)(C)C.CC(C1C=C(C(C)C)C(C2C=CC=CC=2P(C2CCCCC2)C2CCCCC2)=C(C(C)C)C=1)C. Given the product [CH:11]([NH:14][C:2]1[CH:3]=[C:4]2[CH:5]=[CH:16][NH:7][C:8]2=[N:9][CH:10]=1)([CH3:13])[CH3:12], predict the reactants needed to synthesize it. (2) Given the product [O:3]1[CH2:1][C@H:2]1[CH2:4][O:5][S:15]([C:11]1[CH:12]=[CH:13][CH:14]=[C:9]([N+:6]([O-:8])=[O:7])[CH:10]=1)(=[O:16])=[O:17], predict the reactants needed to synthesize it. The reactants are: [CH2:1]1[O:3][C@@H:2]1[CH2:4][OH:5].[N+:6]([C:9]1[CH:10]=[C:11]([S:15](Cl)(=[O:17])=[O:16])[CH:12]=[CH:13][CH:14]=1)([O-:8])=[O:7]. (3) Given the product [C:35]([OH:40])(=[O:39])[C:36]([OH:38])=[O:37].[OH:16][C@@H:18]1[CH2:19][C:20]2[C:25](=[CH:24][CH:23]=[CH:22][CH:21]=2)[C@H:17]1[O:37][C:10]1[C:6]2[N:7]=[C:31]([CH3:32])[N:28]([CH3:26])[C:29]=2[CH:30]=[C:3]([CH2:13][O:14][CH3:15])[CH:2]=1, predict the reactants needed to synthesize it. The reactants are: O[C:2]1[C:10]2N=C(C)[N:7](C)[C:6]=2C=C[C:3]=1[CH2:13][O:14][CH3:15].[O:16]1[CH:18]2[CH2:19][C:20]3[C:25]([CH:17]12)=[CH:24][CH:23]=[CH:22][CH:21]=3.[CH2:26]([N:28]([CH2:31][CH3:32])[CH2:29][CH3:30])C.O.O.[C:35]([OH:40])(=[O:39])[C:36]([OH:38])=[O:37]. (4) Given the product [Br:1][C:2]1[CH:3]=[CH:4][C:5]([O:9][CH3:10])=[C:6]([CH:7]=1)[O:8][Si:16]([C:19]([CH3:22])([CH3:21])[CH3:20])([CH3:18])[CH3:17], predict the reactants needed to synthesize it. The reactants are: [Br:1][C:2]1[CH:3]=[CH:4][C:5]([O:9][CH3:10])=[C:6]([OH:8])[CH:7]=1.N1C=CN=C1.[Si:16](Cl)([C:19]([CH3:22])([CH3:21])[CH3:20])([CH3:18])[CH3:17]. (5) The reactants are: [Cl:1][C:2]1[CH:3]=[CH:4][C:5]([O:26][CH2:27][CH:28]([CH3:30])[CH3:29])=[C:6]([CH2:8][N:9]2[C:13]([CH3:14])=[CH:12][C:11]([NH:15][C:16](=[O:25])[C:17]3[CH:22]=[CH:21][CH:20]=[CH:19][C:18]=3[CH2:23]O)=[N:10]2)[CH:7]=1.C(N(CC)CC)C.CS(Cl)(=O)=O.C(=O)([O-])[O-].[K+].[K+].N1CCCC1. Given the product [Cl:1][C:2]1[CH:3]=[CH:4][C:5]([O:26][CH2:27][CH:28]([CH3:29])[CH3:30])=[C:6]([CH2:8][N:9]2[C:13]([CH3:14])=[CH:12][C:11]([N:15]3[CH2:23][C:18]4[C:17](=[CH:22][CH:21]=[CH:20][CH:19]=4)[C:16]3=[O:25])=[N:10]2)[CH:7]=1, predict the reactants needed to synthesize it. (6) Given the product [Cl:12][C:5]1[C:6]([CH3:11])=[C:7]([N+:8]([O-:10])=[O:9])[C:2]([CH:14]=[O:31])=[N:3][CH:4]=1.[Cl:24][C:17]1[C:18]([CH3:23])=[C:19]([N+:20]([O-:22])=[O:21])[C:14]([CH:2]=[CH2:7])=[N:15][CH:16]=1, predict the reactants needed to synthesize it. The reactants are: N[C:2]1[C:7]([N+:8]([O-:10])=[O:9])=[C:6]([CH3:11])[C:5]([Cl:12])=[CH:4][N:3]=1.Br[C:14]1[C:19]([N+:20]([O-:22])=[O:21])=[C:18]([CH3:23])[C:17]([Cl:24])=[CH:16][N:15]=1.I([O-])(=O)(=O)=O.[Na+].[OH2:31]. (7) Given the product [CH3:1][C:2]1[CH:11]=[C:10]([N:12]2[CH2:13][CH2:14][CH2:15][CH2:16]2)[C:9]2[C:4](=[CH:5][C:6]([O:17][CH2:18][CH2:19][O:20][S:28]([C:31]3[CH:37]=[CH:36][C:34]([CH3:35])=[CH:33][CH:32]=3)(=[O:30])=[O:29])=[CH:7][CH:8]=2)[N:3]=1, predict the reactants needed to synthesize it. The reactants are: [CH3:1][C:2]1[CH:11]=[C:10]([N:12]2[CH2:16][CH2:15][CH2:14][CH2:13]2)[C:9]2[C:4](=[CH:5][C:6]([O:17][CH2:18][CH2:19][OH:20])=[CH:7][CH:8]=2)[N:3]=1.C(N(CC)CC)C.[S:28](Cl)([C:31]1[CH:37]=[CH:36][C:34]([CH3:35])=[CH:33][CH:32]=1)(=[O:30])=[O:29].C([O-])(O)=O.[Na+]. (8) Given the product [F:1][C:2]1[CH:36]=[C:35]([F:37])[CH:34]=[CH:33][C:3]=1[CH2:4][N:5]([CH2:26][CH2:27][CH2:28][CH2:29][CH2:30][CH2:31][CH3:32])[C:6](=[O:25])[CH2:7][O:8][C:9]1[CH:14]=[CH:13][C:12]([CH2:15][C@H:16]([O:22][CH2:23][CH3:24])[C:17]([OH:19])=[O:18])=[CH:11][CH:10]=1, predict the reactants needed to synthesize it. The reactants are: [F:1][C:2]1[CH:36]=[C:35]([F:37])[CH:34]=[CH:33][C:3]=1[CH2:4][N:5]([CH2:26][CH2:27][CH2:28][CH2:29][CH2:30][CH2:31][CH3:32])[C:6](=[O:25])[CH2:7][O:8][C:9]1[CH:14]=[CH:13][C:12]([CH2:15][C@H:16]([O:22][CH2:23][CH3:24])[C:17]([O:19]CC)=[O:18])=[CH:11][CH:10]=1.O.[OH-].[Li+]. (9) Given the product [CH2:11]([O:18][C@@H:19]1[CH2:23][C:22](=[O:24])[C@H:21]([CH2:25]/[CH:26]=[CH:27]\[CH2:28][CH2:29][CH2:30][C:31]([O:33][CH2:34][C:35]2[CH:40]=[CH:39][CH:38]=[CH:37][CH:36]=2)=[O:32])[C@H:20]1[CH:41]=[O:42])[C:12]1[CH:13]=[CH:14][CH:15]=[CH:16][CH:17]=1, predict the reactants needed to synthesize it. The reactants are: C(Cl)(=O)C(Cl)=O.CS(C)=O.[CH2:11]([O:18][C@@H:19]1[CH2:23][C@H:22]([OH:24])[C@H:21]([CH2:25]/[CH:26]=[CH:27]\[CH2:28][CH2:29][CH2:30][C:31]([O:33][CH2:34][C:35]2[CH:40]=[CH:39][CH:38]=[CH:37][CH:36]=2)=[O:32])[C@H:20]1[CH2:41][OH:42])[C:12]1[CH:17]=[CH:16][CH:15]=[CH:14][CH:13]=1.C(N(CC)CC)C.